Dataset: Experimentally validated miRNA-target interactions with 360,000+ pairs, plus equal number of negative samples. Task: Binary Classification. Given a miRNA mature sequence and a target amino acid sequence, predict their likelihood of interaction. (1) The miRNA is hsa-miR-5694 with sequence CAGAUCAUGGGACUGUCUCAG. The protein sequence of the target gene is MAPWTLWRCCQRVVGWVPVLFITFVVVWSYYAYVVELCVSTISRTGEKGKTVVYLVAFHLFFVMFVWSYWMTIFTSPASPSKEFYLSNSEKERYEKEFSQERQQDILRRAARDLPIYTTSASKAIRYCEKCQLIKPDRAHHCSACDRCVLKMDHHCPWVNNCVGFTNYKFFMLFLLYSLLYCLFVAATVLEYFIKFWTLCRRKSTENCPKNEPTVLNFPSAKFHVLFLFFVSAMFFVSVLSLFSYHCWLVGKNRTTIESFRAPMFSYGIDGNGFSLGCSKNWRQVFGDEKKYWLVPIFSS.... Result: 0 (no interaction). (2) The miRNA is hsa-miR-6864-3p with sequence GUGAGACUUCUCUCCCUUCAG. The protein sequence of the target gene is MRRNSSLSFQMERPLEEQVQSKWSSSQGRTGTGGSDVLQMQNSEHHGQSIKTQTDSISLEDVAVNFTLEEWALLDPGQRNIYRDVMRATFKNLACIGEKWKDQDIEDEHKNQGRNLRSPMVEALCENKEDCPCGKSTSQIPDLNTNLETPTGLKPCDCSVCGEVFMHQVSLNRHMRSHTEQKPNECHEYGEKPHKCKECGKTFTRSSSIRTHERIHTGEKPYECKECGKAFAFLFSFRNHIRIHTGETPYECKECGKAFRYLTALRRHEKNHTGEKPYKCKQCGKAFIYYQPFLTHERTH.... Result: 1 (interaction). (3) The miRNA is hsa-miR-519a-3p with sequence AAAGUGCAUCCUUUUAGAGUGU. The protein sequence of the target gene is MKEVVYWSPKKVADWLLENAMPEYCEPLEHFTGQDLINLTQEDFKKPPLCRVSSDNGQRLLDMIETLKMEHHLEAHKNGHANGHLNIGVDIPTPDGSFSIKIKPNGMPNGYRKEMIKIPMPELERSQYPMEWGKTFLAFLYALSCFVLTTVMISVVHERVPPKEVQPPLPDTFFDHFNRVQWAFSICEINGMILVGLWLIQWLLLKYKSIISRRFFCIVGTLYLYRCITMYVTTLPVPGMHFNCSPKLFGDWEAQLRRIMKLIAGGGLSITGSHNMCGDYLYSGHTVMLTLTYLFIKEYS.... Result: 1 (interaction). (4) The miRNA is hsa-miR-3926 with sequence UGGCCAAAAAGCAGGCAGAGA. The protein sequence of the target gene is MAAPKGSLWVRTQLGLPPLLLLTMALAGGSGTASAEAFDSVLGDTASCHRACQLTYPLHTYPKEEELYACQRGCRLFSICQFVDDGIDLNRTKLECESACTEAYSQSDEQYACHLGCQNQLPFAELRQEQLMSLMPKMHLLFPLTLVRSFWSDMMDSAQSFITSSWTFYLQADDGKIVIFQSKPEIQYAPHLEQEPTNLRESSLSKMSYLQMRNSQAHRNFLEDGESDGFLRCLSLNSGWILTTTLVLSVMVLLWICCATVATAVEQYVPSEKLSIYGDLEFMNEQKLNRYPASSLVVVR.... Result: 1 (interaction). (5) The miRNA is hsa-miR-8068 with sequence UGUUUGUUGUAAGGAUCGUUGU. The protein sequence of the target gene is MADSQLFCVAEERSGHCAVVDGNFLYVWGGYVSIEDNEVYLPNDEIWTYDIDSGLWRMHLMEGELPASMSGSCGACINGKLYIFGGYDDKGYSNRLYFVNLRTRDETYIWEKITDFEGQPPTPRDKLSCWVYKDRLIYFGGYGCRRHSELQDCFDVHDASWEEQIFWGWHNDVHIFDTKTQTWFQPEIKGGVPPQPRAAHTCAVLGNKGYIFGGRVLQTRMNDLHYLNLDTWTWSGRITINGESPKHRSWHTLTPIADDKLFLCGGLSADNIPLSDGWIHNVTTNCWKQLTHLPKTRPRL.... Result: 0 (no interaction). (6) The miRNA is mmu-miR-466i-5p with sequence UGUGUGUGUGUGUGUGUGUG. The protein sequence of the target gene is MRPRSGGRPGAPGRRRRRLRRGPRGRRLPPPPPLPLLLGLLLAAAGPGAARAKETAFVEVVLFESSPSGDYTTHTTGLTGRFSRAGAMLSAEGEIVQMHPLGLCNNNDEEDLYEYGWVGVVKLEQPELDPKPCLTVLGKAKRAVQRGATAVIFDVSENPEAIDQLNQGSEDPLKRPVVYVKGADAIKLMNIVNKQKVARARIQHLPPRQPTEYFDMGIFLAFFVVVSLVCLILLVKIKLKQRRSQNSMNRLAVQALEKMETRKFNSKSKGRREGSCGALDTLSSGSTSDCAICLEKYIDG.... Result: 1 (interaction). (7) The miRNA is hsa-miR-3192-5p with sequence UCUGGGAGGUUGUAGCAGUGGAA. The protein sequence of the target gene is MASREEVLALQAEVAQREEELNSLKQKLASALLAEQEPQPERLVPVSPLPPKAALSRDEILRYSRQLVLPELGVHGQLRLGTACVLIVGCGGLGCPLAQYLAAAGVGRLGLVDYDVVEMSNLARQVLHGEALAGQAKAFSAAASLRRLNSAVECVPYTQALTPATALDLVRRYDVVADCSDNVPTRYLVNDACVLAGRPLVSASALRFEGQITVYHYDGGPCYRCIFPQPPPAETVTNCADGGVLGVVTGVLGCLQALEVLKIAAGLGPSYSGSLLLFDALRGHFRSIRLRSRRLDCAAC.... Result: 1 (interaction). (8) The miRNA is hsa-miR-1976 with sequence CCUCCUGCCCUCCUUGCUGU. The protein sequence of the target gene is MSNPFAHLAEPLDPVQPGKKFFNLNKLEDSRYGRLPFSIRVLLEAAIRNCDEFLVKKQDIENILHWNVTQHKNIEVPFKPARVILQDFTGVPAVVDFAAMRDAVKKLGGDPEKINPVCPADLVIDHSIQVDFNRRADSLQKNQDLEFERNRERFEFLKWGSQAFHNMRIIPPGSGIIHQVNLEYLARVVFDQDGYYYPDSLVGTDSHTTMIDGLGILGWGVGGIEAEAVMLGQPISMVLPQVIGYRLMGKPHPLVTSTDIVLTITKHLRQVGVVGKFVEFFGPGVAQLSIADRATIANMC.... Result: 1 (interaction).